Regression. Given a peptide amino acid sequence and an MHC pseudo amino acid sequence, predict their binding affinity value. This is MHC class I binding data. From a dataset of Peptide-MHC class I binding affinity with 185,985 pairs from IEDB/IMGT. (1) The peptide sequence is LVISGVFPV. The MHC is HLA-A02:01 with pseudo-sequence HLA-A02:01. The binding affinity (normalized) is 0.688. (2) The peptide sequence is AYISSEATTPV. The MHC is HLA-A02:02 with pseudo-sequence HLA-A02:02. The binding affinity (normalized) is 0.506. (3) The peptide sequence is LLLLTLLATV. The MHC is HLA-A02:01 with pseudo-sequence HLA-A02:01. The binding affinity (normalized) is 0.703. (4) The peptide sequence is VILQNPFLL. The MHC is HLA-A02:01 with pseudo-sequence HLA-A02:01. The binding affinity (normalized) is 0.595. (5) The peptide sequence is EGFLKAAMF. The MHC is HLA-B07:02 with pseudo-sequence HLA-B07:02. The binding affinity (normalized) is 0.0847. (6) The peptide sequence is DTIEIRGVL. The MHC is HLA-A02:03 with pseudo-sequence HLA-A02:03. The binding affinity (normalized) is 0.273. (7) The peptide sequence is FMIAFISCFA. The MHC is HLA-A02:02 with pseudo-sequence HLA-A02:02. The binding affinity (normalized) is 0.628. (8) The peptide sequence is GEYAPFARL. The MHC is HLA-A29:02 with pseudo-sequence HLA-A29:02. The binding affinity (normalized) is 0.0847. (9) The peptide sequence is FTFDNSKFV. The MHC is HLA-C12:03 with pseudo-sequence HLA-C12:03. The binding affinity (normalized) is 0.834.